This data is from Catalyst prediction with 721,799 reactions and 888 catalyst types from USPTO. The task is: Predict which catalyst facilitates the given reaction. (1) Reactant: CO[CH:3](OC)[N:4]([CH3:6])[CH3:5].[CH3:9][C:10]1[CH:16]=[C:15]([C:17]#[C:18][Si:19]([CH3:22])([CH3:21])[CH3:20])[C:14]([CH3:23])=[CH:13][C:11]=1[NH2:12]. Product: [CH3:5][N:4]([CH3:6])[CH:3]=[N:12][C:11]1[CH:13]=[C:14]([CH3:23])[C:15]([C:17]#[C:18][Si:19]([CH3:21])([CH3:20])[CH3:22])=[CH:16][C:10]=1[CH3:9]. The catalyst class is: 11. (2) Reactant: C([N:4]1[C:12]2[C:7](=[CH:8][CH:9]=[CH:10][CH:11]=2)/[C:6](=[C:13](/[NH:20][C:21]2[CH:26]=[CH:25][C:24]([NH:27][S:28]([C:31]3[CH:36]=[CH:35][C:34]([CH3:37])=[CH:33][CH:32]=3)(=[O:30])=[O:29])=[CH:23][CH:22]=2)\[C:14]2[CH:19]=[CH:18][CH:17]=[CH:16][CH:15]=2)/[C:5]1=[O:38])(=O)C.[CH3:39][N:40]([CH3:45])[C:41](=[O:44])[CH2:42]Br.CC(C)([O-])C.[K+].[OH-].[Na+]. Product: [CH3:39][N:40]([CH3:45])[C:41]([CH2:42][N:27]([C:24]1[CH:23]=[CH:22][C:21]([NH:20]/[C:13](=[C:6]2\[C:5](=[O:38])[NH:4][C:12]3[C:7]\2=[CH:8][CH:9]=[CH:10][CH:11]=3)/[C:14]2[CH:15]=[CH:16][CH:17]=[CH:18][CH:19]=2)=[CH:26][CH:25]=1)[S:28]([C:31]1[CH:32]=[CH:33][C:34]([CH3:37])=[CH:35][CH:36]=1)(=[O:29])=[O:30])=[O:44]. The catalyst class is: 376. (3) Reactant: [NH2:1][C:2]1[C:7]([CH2:8][NH:9][C:10]([NH:12][CH:13]2[CH2:18][CH2:17][CH2:16][CH2:15][CH2:14]2)=[O:11])=[C:6]([CH:19]2[CH2:24][CH2:23][CH2:22][N:21]([C:25]([O:27][C:28]([CH3:31])([CH3:30])[CH3:29])=[O:26])[CH2:20]2)[CH:5]=[C:4]([C:32]2[C:37]([OH:38])=[CH:36][CH:35]=[CH:34][C:33]=2[O:39][CH2:40][CH:41]2[CH2:43][CH2:42]2)[N:3]=1.C(N(CC)CC)C.Cl[C:52](Cl)([O:54]C(=O)OC(Cl)(Cl)Cl)Cl. Product: [CH:13]1([NH:12][C:10]([N:9]2[CH2:8][C:7]3[C:6]([CH:19]4[CH2:24][CH2:23][CH2:22][N:21]([C:25]([O:27][C:28]([CH3:31])([CH3:30])[CH3:29])=[O:26])[CH2:20]4)=[CH:5][C:4]([C:32]4[C:37]([OH:38])=[CH:36][CH:35]=[CH:34][C:33]=4[O:39][CH2:40][CH:41]4[CH2:43][CH2:42]4)=[N:3][C:2]=3[NH:1][C:52]2=[O:54])=[O:11])[CH2:18][CH2:17][CH2:16][CH2:15][CH2:14]1. The catalyst class is: 7. (4) Reactant: [BH4-].[Na+].[Cl:3][C:4]1[CH:34]=[CH:33][C:7]([C:8]([C:10]2[CH:11]=[C:12]3[C:17](=[CH:18][CH:19]=2)[N:16]([CH3:20])[C:15](=[O:21])[CH:14]=[C:13]3[C:22]2[S:23][CH:24]=[C:25]([C:27]3[CH:32]=[CH:31][CH:30]=[CH:29][CH:28]=3)[N:26]=2)=[O:9])=[CH:6][CH:5]=1. The catalyst class is: 92. Product: [Cl:3][C:4]1[CH:34]=[CH:33][C:7]([CH:8]([OH:9])[C:10]2[CH:11]=[C:12]3[C:17](=[CH:18][CH:19]=2)[N:16]([CH3:20])[C:15](=[O:21])[CH:14]=[C:13]3[C:22]2[S:23][CH:24]=[C:25]([C:27]3[CH:28]=[CH:29][CH:30]=[CH:31][CH:32]=3)[N:26]=2)=[CH:6][CH:5]=1. (5) Reactant: [H-].[Al+3].[Li+].[H-].[H-].[H-].C[O:8][C:9](=O)[CH:10]([NH2:30])[CH2:11][NH:12][C:13]1[C:22]2[C:17](=[CH:18][CH:19]=[CH:20][CH:21]=2)[N:16]=[C:15]([C:23]2[CH:28]=[CH:27][CH:26]=[CH:25][C:24]=2[OH:29])[N:14]=1.[OH-].[Na+].O. Product: [NH2:30][CH:10]([CH2:9][OH:8])[CH2:11][NH:12][C:13]1[C:22]2[C:17](=[CH:18][CH:19]=[CH:20][CH:21]=2)[N:16]=[C:15]([C:23]2[CH:28]=[CH:27][CH:26]=[CH:25][C:24]=2[OH:29])[N:14]=1. The catalyst class is: 7. (6) Reactant: [CH3:1][O:2][C:3]1[C:28]([N+:29]([O-])=O)=[CH:27][CH:26]=[CH:25][C:4]=1[C:5]([NH:7][C:8]1[N:9]([CH3:24])[N:10]=[C:11]([C:17]([F:23])([F:22])[C:18]([F:21])([F:20])[F:19])[C:12]=1[C:13]([F:16])([F:15])[F:14])=[O:6].[Sn](Cl)(Cl)(Cl)Cl.Cl. Product: [NH2:29][C:28]1[C:3]([O:2][CH3:1])=[C:4]([CH:25]=[CH:26][CH:27]=1)[C:5]([NH:7][C:8]1[N:9]([CH3:24])[N:10]=[C:11]([C:17]([F:23])([F:22])[C:18]([F:19])([F:20])[F:21])[C:12]=1[C:13]([F:15])([F:14])[F:16])=[O:6]. The catalyst class is: 32. (7) Reactant: [F:1][C:2]1[CH:7]=[CH:6][CH:5]=[C:4]([F:8])[C:3]=1[CH2:9][C:10]#[N:11].[N+:12]([O-])([OH:14])=[O:13]. Product: [F:1][C:2]1[C:7]([N+:12]([O-:14])=[O:13])=[CH:6][CH:5]=[C:4]([F:8])[C:3]=1[CH2:9][C:10]#[N:11]. The catalyst class is: 65.